This data is from hERG potassium channel inhibition data for cardiac toxicity prediction from Karim et al.. The task is: Regression/Classification. Given a drug SMILES string, predict its toxicity properties. Task type varies by dataset: regression for continuous values (e.g., LD50, hERG inhibition percentage) or binary classification for toxic/non-toxic outcomes (e.g., AMES mutagenicity, cardiotoxicity, hepatotoxicity). Dataset: herg_karim. (1) The compound is COc1ccc(-c2cc(-c3ccc(C(=O)N4CCN(C)CC4)cc3)cnc2N)cn1. The result is 0 (non-blocker). (2) The result is 0 (non-blocker). The molecule is O=C(CNc1ncnc2ccc(C(F)(F)F)cc12)NC1CN(C2CCC(O)(c3ccccc3)CC2)C1.